This data is from Full USPTO retrosynthesis dataset with 1.9M reactions from patents (1976-2016). The task is: Predict the reactants needed to synthesize the given product. (1) Given the product [Cl:1][C:2]1[C:3]([O:29][C@H:30]2[CH2:34][CH2:33][CH2:32][C@@H:31]2[C:35]2[N:39]([CH3:40])[N:38]=[CH:37][CH:36]=2)=[CH:4][C:5]([F:28])=[C:6]([S:8]([NH:11][C:12]2[S:13][CH:14]=[N:15][N:16]=2)(=[O:9])=[O:10])[CH:7]=1, predict the reactants needed to synthesize it. The reactants are: [Cl:1][C:2]1[C:3]([O:29][C@H:30]2[CH2:34][CH2:33][CH2:32][C@@H:31]2[C:35]2[N:39]([CH3:40])[N:38]=[CH:37][CH:36]=2)=[CH:4][C:5]([F:28])=[C:6]([S:8]([N:11](CC2C=CC(OC)=CC=2OC)[C:12]2[S:13][CH:14]=[N:15][N:16]=2)(=[O:10])=[O:9])[CH:7]=1.C([SiH](CC)CC)C.FC(F)(F)C(O)=O. (2) Given the product [CH3:71][O:70][C:68](=[O:69])[C:67]1[CH:72]=[CH:73][C:64]([NH:63][C:30]([C@@H:20]2[NH:19][C@@H:18]([CH2:33][C:34]([CH3:37])([CH3:36])[CH3:35])[C@:17]3([C:12]4[C:13](=[CH:14][C:9]([Br:8])=[CH:10][CH:11]=4)[NH:15][C:16]3=[O:38])[C@H:21]2[C:22]2[CH:27]=[CH:26][CH:25]=[C:24]([Cl:28])[C:23]=2[F:29])=[O:31])=[C:65]([O:74][CH3:75])[CH:66]=1, predict the reactants needed to synthesize it. The reactants are: FC(F)(F)C(O)=O.[Br:8][C:9]1[CH:14]=[C:13]2[NH:15][C:16](=[O:38])[C:17]3([CH:21]([C:22]4[CH:27]=[CH:26][CH:25]=[C:24]([Cl:28])[C:23]=4[F:29])[CH:20]([C:30](O)=[O:31])[NH:19][CH:18]3[CH2:33][C:34]([CH3:37])([CH3:36])[CH3:35])[C:12]2=[CH:11][CH:10]=1.C(N(C(C)C)CC)(C)C.C1(P(Cl)(C2C=CC=CC=2)=O)C=CC=CC=1.[NH2:63][C:64]1[CH:73]=[CH:72][C:67]([C:68]([O:70][CH3:71])=[O:69])=[CH:66][C:65]=1[O:74][CH3:75]. (3) Given the product [CH3:1][O:2][CH2:3][C@H:4]([CH3:31])[O:5][C:6]1[CH:7]=[C:8]([C:23]2[NH:27][C:26]([C:28]([NH:54][CH2:53][CH2:52][S:51][C:32]([C:39]3[CH:44]=[CH:43][CH:42]=[CH:41][CH:40]=3)([C:33]3[CH:34]=[CH:35][CH:36]=[CH:37][CH:38]=3)[C:45]3[CH:50]=[CH:49][CH:48]=[CH:47][CH:46]=3)=[O:29])=[CH:25][CH:24]=2)[CH:9]=[C:10]([O:12][C:13]2[CH:14]=[CH:15][C:16]([S:19]([CH3:22])(=[O:21])=[O:20])=[CH:17][CH:18]=2)[CH:11]=1, predict the reactants needed to synthesize it. The reactants are: [CH3:1][O:2][CH2:3][C@H:4]([CH3:31])[O:5][C:6]1[CH:7]=[C:8]([C:23]2[NH:27][C:26]([C:28](O)=[O:29])=[CH:25][CH:24]=2)[CH:9]=[C:10]([O:12][C:13]2[CH:18]=[CH:17][C:16]([S:19]([CH3:22])(=[O:21])=[O:20])=[CH:15][CH:14]=2)[CH:11]=1.[C:32]([S:51][CH2:52][CH2:53][NH2:54])([C:45]1[CH:50]=[CH:49][CH:48]=[CH:47][CH:46]=1)([C:39]1[CH:44]=[CH:43][CH:42]=[CH:41][CH:40]=1)[C:33]1[CH:38]=[CH:37][CH:36]=[CH:35][CH:34]=1.